From a dataset of Forward reaction prediction with 1.9M reactions from USPTO patents (1976-2016). Predict the product of the given reaction. (1) Given the reactants [F:1][C:2]1[CH:7]=[C:6]([F:8])[CH:5]=[CH:4][C:3]=1[N:9]=[C:10]=[O:11].[NH:12]1[C:16]2[CH:17]=[CH:18][CH:19]=[CH:20][C:15]=2[N:14]=[C:13]1[C:21]1[C:29]2[C:24](=[CH:25][CH:26]=[C:27]([NH2:30])[CH:28]=2)[N:23]([CH:31]2[CH2:36][CH2:35][CH2:34][CH2:33][O:32]2)[N:22]=1.N1C=CC=CC=1, predict the reaction product. The product is: [NH:14]1[C:15]2[CH:20]=[CH:19][CH:18]=[CH:17][C:16]=2[N:12]=[C:13]1[C:21]1[C:29]2[C:24](=[CH:25][CH:26]=[C:27]([NH:30][C:10]([NH:9][C:3]3[CH:4]=[CH:5][C:6]([F:8])=[CH:7][C:2]=3[F:1])=[O:11])[CH:28]=2)[N:23]([CH:31]2[CH2:36][CH2:35][CH2:34][CH2:33][O:32]2)[N:22]=1. (2) Given the reactants [CH3:1][N:2]([CH3:32])[CH:3]1[CH2:7][CH2:6][N:5]([C:8]2[CH:13]=[CH:12][C:11]([NH:14][C:15]([N:17]3[CH2:22][CH:21]=[C:20](B4OC(C)(C)C(C)(C)O4)[CH2:19][CH2:18]3)=[O:16])=[CH:10][CH:9]=2)[CH2:4]1.Br[C:34]1[CH:35]=[C:36]([CH:39]=[CH:40][CH:41]=1)[C:37]#[N:38], predict the reaction product. The product is: [CH3:1][N:2]([CH3:32])[CH:3]1[CH2:7][CH2:6][N:5]([C:8]2[CH:13]=[CH:12][C:11]([NH:14][C:15]([N:17]3[CH2:22][CH:21]=[C:20]([C:34]4[CH:41]=[CH:40][CH:39]=[C:36]([C:37]#[N:38])[CH:35]=4)[CH2:19][CH2:18]3)=[O:16])=[CH:10][CH:9]=2)[CH2:4]1. (3) Given the reactants C(O[C:5](=[O:7])[CH3:6])(=O)C.[CH3:8][N:9]1[C:13](N)=[CH:12][C:11]([CH3:15])=[N:10]1.P(Cl)(Cl)([Cl:18])=O.C[N:22]([CH:24]=O)[CH3:23], predict the reaction product. The product is: [Cl:18][C:24]1[N:22]=[C:23]2[N:9]([CH3:8])[N:10]=[C:11]([CH3:15])[C:12]2=[CH:13][C:6]=1[CH:5]=[O:7]. (4) Given the reactants C(OC([N:8]1[C:16]2[C:11](=[CH:12][CH:13]=[CH:14][CH:15]=2)[CH:10]=[C:9]1[C:17]1[CH:22]=[C:21]([Cl:23])[N:20]=[N:19][C:18]=1[O:24]C)=O)(C)(C)C.C[Si](Cl)(C)C.O, predict the reaction product. The product is: [Cl:23][C:21]1[CH:22]=[C:17]([C:9]2[NH:8][C:16]3[C:11]([CH:10]=2)=[CH:12][CH:13]=[CH:14][CH:15]=3)[C:18](=[O:24])[NH:19][N:20]=1. (5) Given the reactants C(O[CH:4]=[C:5]([C:8]#[N:9])[C:6]#[N:7])C.Cl.[CH:11]([NH:14][NH2:15])([CH3:13])[CH3:12].C(N(C(C)C)CC)(C)C, predict the reaction product. The product is: [NH2:9][C:8]1[N:14]([CH:11]([CH3:13])[CH3:12])[N:15]=[CH:4][C:5]=1[C:6]#[N:7]. (6) Given the reactants [CH3:1][N:2]([C:21]1[CH:26]=[CH:25][N:24]=[C:23]([C:27]2[CH:32]=[CH:31][CH:30]=[CH:29][CH:28]=2)[N:22]=1)[C:3]1[CH:8]=[CH:7][N:6]=[C:5]([NH:9][C@@H:10]([CH3:20])[CH2:11][C:12]2[CH:13]=[C:14]([CH:17]=[CH:18][CH:19]=2)[C:15]#[N:16])[N:4]=1.[CH3:33][CH2:34][Mg+].[Br-].B(F)(F)F.CCOCC, predict the reaction product. The product is: [NH2:16][C:15]1([C:14]2[CH:13]=[C:12]([CH2:11][C@@H:10]([NH:9][C:5]3[N:4]=[C:3]([N:2]([CH3:1])[C:21]4[CH:26]=[CH:25][N:24]=[C:23]([C:27]5[CH:32]=[CH:31][CH:30]=[CH:29][CH:28]=5)[N:22]=4)[CH:8]=[CH:7][N:6]=3)[CH3:20])[CH:19]=[CH:18][CH:17]=2)[CH2:34][CH2:33]1.